From a dataset of Catalyst prediction with 721,799 reactions and 888 catalyst types from USPTO. Predict which catalyst facilitates the given reaction. (1) Reactant: O[CH2:2][C:3]1[CH:8]=[CH:7][C:6]([CH2:9][CH2:10][C:11]2[N:12]=[C:13]([NH:16][C:17](=[O:19])[CH3:18])[S:14][CH:15]=2)=[CH:5][CH:4]=1.C(Cl)(Cl)(Cl)[Cl:21].C1(P(C2C=CC=CC=2)C2C=CC=CC=2)C=CC=CC=1. Product: [Cl:21][CH2:2][C:3]1[CH:8]=[CH:7][C:6]([CH2:9][CH2:10][C:11]2[N:12]=[C:13]([NH:16][C:17](=[O:19])[CH3:18])[S:14][CH:15]=2)=[CH:5][CH:4]=1. The catalyst class is: 4. (2) Reactant: [Cl:1][C:2]1[CH:3]=[C:4]([C:11]2[CH2:15][C:14]([C:20]3[CH:25]=[C:24]([Cl:26])[C:23]([Cl:27])=[C:22]([Cl:28])[CH:21]=3)([C:16]([F:19])([F:18])[F:17])[O:13][N:12]=2)[CH:5]=[CH:6][C:7]=1[CH2:8][NH:9][CH3:10].[CH2:29]([S:31][CH2:32][C:33]([OH:35])=O)[CH3:30].Cl.CN(C)CCCN=C=NCC. Product: [Cl:1][C:2]1[CH:3]=[C:4]([C:11]2[CH2:15][C:14]([C:20]3[CH:25]=[C:24]([Cl:26])[C:23]([Cl:27])=[C:22]([Cl:28])[CH:21]=3)([C:16]([F:19])([F:17])[F:18])[O:13][N:12]=2)[CH:5]=[CH:6][C:7]=1[CH2:8][N:9]([CH3:10])[C:33](=[O:35])[CH2:32][S:31][CH2:29][CH3:30]. The catalyst class is: 4. (3) Reactant: [Br:1][C:2]1[CH:18]=[C:17]([CH:19]2[C:28]3[C:27](=[O:29])[CH2:26][CH:25]([C:30]4[CH:35]=[CH:34][CH:33]=[CH:32][CH:31]=4)[CH2:24][C:23]=3[NH:22][C:21]([CH3:36])=[C:20]2[C:37]#[N:38])[CH:16]=[C:15]([O:39][CH3:40])[C:3]=1[O:4][CH2:5][C:6]1[CH:7]=[C:8]([CH:12]=[CH:13][CH:14]=1)[C:9](O)=[O:10].CCN=C=NCCCN(C)C.CCN(C(C)C)C(C)C.[S:61]1[CH:65]=[CH:64][CH:63]=[C:62]1[CH2:66][NH2:67]. Product: [Br:1][C:2]1[CH:18]=[C:17]([CH:19]2[C:28]3[C:27](=[O:29])[CH2:26][CH:25]([C:30]4[CH:35]=[CH:34][CH:33]=[CH:32][CH:31]=4)[CH2:24][C:23]=3[NH:22][C:21]([CH3:36])=[C:20]2[C:37]#[N:38])[CH:16]=[C:15]([O:39][CH3:40])[C:3]=1[O:4][CH2:5][C:6]1[CH:7]=[C:8]([CH:12]=[CH:13][CH:14]=1)[C:9]([NH:67][CH2:66][C:62]1[S:61][CH:65]=[CH:64][CH:63]=1)=[O:10]. The catalyst class is: 4. (4) Reactant: [NH2:1][C:2]1[C:3]([O:13][CH:14]([CH3:16])[CH3:15])=[CH:4][C:5]([Cl:12])=[C:6]([CH:11]=1)[C:7]([O:9][CH3:10])=[O:8].[N:17]([O-])=O.[Na+].[Sn](Cl)Cl. Product: [Cl:12][C:5]1[CH:4]=[C:3]([O:13][CH:14]([CH3:16])[CH3:15])[C:2]([NH:1][NH2:17])=[CH:11][C:6]=1[C:7]([O:9][CH3:10])=[O:8]. The catalyst class is: 126. (5) Reactant: [N:1]([CH2:4][CH2:5][CH2:6][N:7]1[CH2:12][CH2:11][CH2:10][CH2:9][CH2:8]1)=[C:2]=[S:3].[N+:13]([C:16]1[CH:25]=[CH:24][C:19]([C:20]([NH:22][NH2:23])=[O:21])=[CH:18][CH:17]=1)([O-:15])=[O:14]. Product: [N+:13]([C:16]1[CH:17]=[CH:18][C:19]([C:20]([NH:22][NH:23][C:2](=[S:3])[NH:1][CH2:4][CH2:5][CH2:6][N:7]2[CH2:12][CH2:11][CH2:10][CH2:9][CH2:8]2)=[O:21])=[CH:24][CH:25]=1)([O-:15])=[O:14]. The catalyst class is: 9.